From a dataset of Full USPTO retrosynthesis dataset with 1.9M reactions from patents (1976-2016). Predict the reactants needed to synthesize the given product. Given the product [F:8][C:9]1[CH:14]=[CH:13][CH:12]=[C:11]([I:15])[C:10]=1[CH:27]=[O:28], predict the reactants needed to synthesize it. The reactants are: C(NC(C)C)(C)C.[F:8][C:9]1[CH:14]=[CH:13][CH:12]=[C:11]([I:15])[CH:10]=1.[Li+].CC([N-]C(C)C)C.CN([CH:27]=[O:28])C.